Dataset: Forward reaction prediction with 1.9M reactions from USPTO patents (1976-2016). Task: Predict the product of the given reaction. (1) Given the reactants [P:1](Cl)(Cl)([O:3][C:4]1[CH:9]=[CH:8][CH:7]=[CH:6][CH:5]=1)=[O:2].[NH2:12][C@@H:13]([CH3:21])[C:14]([O:16][CH2:17][CH2:18][CH2:19][CH3:20])=[O:15].CCN(CC)CC.[F:29][C:30]1[C:35]([OH:36])=[C:34]([F:37])[C:33]([F:38])=[C:32]([F:39])[C:31]=1[F:40], predict the reaction product. The product is: [F:29][C:30]1[C:31]([F:40])=[C:32]([F:39])[C:33]([F:38])=[C:34]([F:37])[C:35]=1[O:36][P:1]([NH:12][C@@H:13]([CH3:21])[C:14]([O:16][CH2:17][CH2:18][CH2:19][CH3:20])=[O:15])([O:3][C:4]1[CH:9]=[CH:8][CH:7]=[CH:6][CH:5]=1)=[O:2]. (2) Given the reactants [CH3:1][N:2]1[CH2:8][CH2:7][CH:6]([OH:9])[C:5]2[CH:10]=[CH:11][O:12][C:4]=2[CH2:3]1.[Cl:13][C:14]1[C:19]([Cl:20])=[CH:18][CH:17]=[CH:16][C:15]=1F, predict the reaction product. The product is: [Cl:13][C:14]1[C:19]([Cl:20])=[CH:18][CH:17]=[CH:16][C:15]=1[O:9][CH:6]1[CH2:7][CH2:8][N:2]([CH3:1])[CH2:3][C:4]2[O:12][CH:11]=[CH:10][C:5]1=2. (3) Given the reactants [CH2:1]([NH:4][C:5]1[N:10]=[C:9]([NH:11][CH2:12][CH2:13][CH3:14])[N:8]=[C:7]([N:15](C)[O:16]C)[N:6]=1)[CH2:2][CH3:3].Cl.NO, predict the reaction product. The product is: [CH2:1]([NH:4][C:5]1[N:10]=[C:9]([NH:11][CH2:12][CH2:13][CH3:14])[N:8]=[C:7]([NH:15][OH:16])[N:6]=1)[CH2:2][CH3:3]. (4) Given the reactants [C:1]1([N:7]2[C:11]([C:12]([O:14][CH3:15])=[O:13])=[CH:10][C:9]([C:16]([F:19])([F:18])[F:17])=[N:8]2)[CH:6]=[CH:5][CH:4]=[CH:3][CH:2]=1.[N+:20]([O-])([OH:22])=[O:21].OS(O)(=O)=O, predict the reaction product. The product is: [N+:20]([C:4]1[CH:3]=[CH:2][C:1]([N:7]2[C:11]([C:12]([O:14][CH3:15])=[O:13])=[CH:10][C:9]([C:16]([F:18])([F:19])[F:17])=[N:8]2)=[CH:6][CH:5]=1)([O-:22])=[O:21]. (5) The product is: [Cl:11][C:12]1[C:18]([F:19])=[CH:17][CH:16]=[CH:15][C:13]=1[NH:14][CH:5]=[O:7]. Given the reactants C(O[C:5](=[O:7])C)(=O)C.C(O)=O.[Cl:11][C:12]1[C:18]([F:19])=[CH:17][CH:16]=[CH:15][C:13]=1[NH2:14], predict the reaction product. (6) Given the reactants [Br:1][C:2]1[CH:3]=[C:4]2[C:17](=[CH:18][CH:19]=1)[O:16][C:15]([CH3:21])([CH3:20])[C:11]1([CH2:14][O:13][CH2:12]1)[C:5]12[CH2:9][O:8][C:7]([NH2:10])=[N:6]1.[C:22](O[C:22]([O:24][C:25]([CH3:28])([CH3:27])[CH3:26])=[O:23])([O:24][C:25]([CH3:28])([CH3:27])[CH3:26])=[O:23], predict the reaction product. The product is: [Br:1][C:2]1[CH:3]=[C:4]2[C:17](=[CH:18][CH:19]=1)[O:16][C:15]([CH3:21])([CH3:20])[C:11]1([CH2:12][O:13][CH2:14]1)[C:5]12[CH2:9][O:8][C:7]([N:10]([C:22]([O:24][C:25]([CH3:28])([CH3:27])[CH3:26])=[O:23])[C:22]([O:24][C:25]([CH3:28])([CH3:27])[CH3:26])=[O:23])=[N:6]1. (7) Given the reactants [CH3:1][C:2]1[CH:3]=[C:4]([CH:7]=[C:8]([N+:10]([O-:12])=[O:11])[CH:9]=1)[CH2:5]Br.[CH:13]1([NH2:16])[CH2:15][CH2:14]1, predict the reaction product. The product is: [CH:13]1([NH:16][CH2:5][C:4]2[CH:7]=[C:8]([N+:10]([O-:12])=[O:11])[CH:9]=[C:2]([CH3:1])[CH:3]=2)[CH2:15][CH2:14]1. (8) Given the reactants [CH3:1][O:2][C:3]1[CH:4]=[C:5]([C:11]2[CH:15]=[C:14]([CH2:16][CH2:17][CH:18]=O)[O:13][N:12]=2)[CH:6]=[CH:7][C:8]=1[O:9][CH3:10].[CH3:20][O:21][C:22]1[CH:27]=[CH:26][CH:25]=[CH:24][C:23]=1[N:28]1[CH2:33][CH2:32][NH:31][CH2:30][CH2:29]1.[BH-](OC(C)=O)(OC(C)=O)OC(C)=O.[Na+], predict the reaction product. The product is: [CH3:10][O:9][C:8]1[CH:7]=[CH:6][C:5]([C:11]2[CH:15]=[C:14]([CH2:16][CH2:17][CH2:18][N:31]3[CH2:30][CH2:29][N:28]([C:23]4[CH:24]=[CH:25][CH:26]=[CH:27][C:22]=4[O:21][CH3:20])[CH2:33][CH2:32]3)[O:13][N:12]=2)=[CH:4][C:3]=1[O:2][CH3:1].